From a dataset of Forward reaction prediction with 1.9M reactions from USPTO patents (1976-2016). Predict the product of the given reaction. (1) Given the reactants C[O:2][C:3]1[CH:4]=[C:5]2[C:10](=[CH:11][CH:12]=1)[C:9]([O:13][C:14]1[CH:19]=[CH:18][C:17](/[CH:20]=[CH:21]/[C:22]([OH:24])=[O:23])=[CH:16][CH:15]=1)=[C:8]([C:25]1[CH:30]=[CH:29][CH:28]=[CH:27][CH:26]=1)[C:7]([CH2:31][CH2:32][CH2:33][CH2:34][CH3:35])=[CH:6]2.B(Br)(Br)Br, predict the reaction product. The product is: [OH:2][C:3]1[CH:4]=[C:5]2[C:10](=[CH:11][CH:12]=1)[C:9]([O:13][C:14]1[CH:15]=[CH:16][C:17](/[CH:20]=[CH:21]/[C:22]([OH:24])=[O:23])=[CH:18][CH:19]=1)=[C:8]([C:25]1[CH:26]=[CH:27][CH:28]=[CH:29][CH:30]=1)[C:7]([CH2:31][CH2:32][CH2:33][CH2:34][CH3:35])=[CH:6]2. (2) Given the reactants [I:1][C:2]1[CH:7]=[CH:6][C:5]([N:8]2[CH:12]=[C:11]([C:13](OCC)=[O:14])[N:10]=[C:9]2[S:18][CH3:19])=[CH:4][CH:3]=1.[Li+].[BH4-].O.CCOC(C)=O, predict the reaction product. The product is: [I:1][C:2]1[CH:7]=[CH:6][C:5]([N:8]2[CH:12]=[C:11]([CH2:13][OH:14])[N:10]=[C:9]2[S:18][CH3:19])=[CH:4][CH:3]=1. (3) The product is: [CH2:28]([O:35][CH2:36][CH2:37][NH:38][C:24]([C:23]1[CH:22]=[N:21][N:5]2[C:6]([CH3:20])=[C:7]([CH2:8][C:9]3[CH:14]=[CH:13][CH:12]=[C:11]([O:15][C:16]([F:18])([F:19])[F:17])[CH:10]=3)[C:2]([CH3:1])=[N:3][C:4]=12)=[O:26])[C:29]1[CH:34]=[CH:33][CH:32]=[CH:31][CH:30]=1. Given the reactants [CH3:1][C:2]1[C:7]([CH2:8][C:9]2[CH:14]=[CH:13][CH:12]=[C:11]([O:15][C:16]([F:19])([F:18])[F:17])[CH:10]=2)=[C:6]([CH3:20])[N:5]2[N:21]=[CH:22][C:23]([C:24]([OH:26])=O)=[C:4]2[N:3]=1.Cl.[CH2:28]([O:35][CH2:36][CH2:37][NH2:38])[C:29]1[CH:34]=[CH:33][CH:32]=[CH:31][CH:30]=1, predict the reaction product. (4) Given the reactants [Cl:1][C:2]1[CH:10]=[CH:9][C:8]2[NH:7][C:6]3[CH2:11][CH2:12][N:13]([CH3:16])[CH2:14][CH2:15][C:5]=3[C:4]=2[CH:3]=1.N1CCC[C@H]1C(O)=O.[O-]P([O-])([O-])=O.[K+].[K+].[K+].Cl[CH2:34][C:35]([N:37]1[CH2:42][CH2:41][O:40][CH2:39][CH2:38]1)=[O:36], predict the reaction product. The product is: [Cl:1][C:2]1[CH:10]=[CH:9][C:8]2[N:7]([CH2:34][C:35]([N:37]3[CH2:42][CH2:41][O:40][CH2:39][CH2:38]3)=[O:36])[C:6]3[CH2:11][CH2:12][N:13]([CH3:16])[CH2:14][CH2:15][C:5]=3[C:4]=2[CH:3]=1.